This data is from Full USPTO retrosynthesis dataset with 1.9M reactions from patents (1976-2016). The task is: Predict the reactants needed to synthesize the given product. (1) Given the product [C:1]([C:5]1[CH:6]=[C:7]([C:18]2[C:19](=[O:24])[NH:20][CH:21]=[CH:22][CH:23]=2)[CH:8]=[C:9]([O:11][C:12]2[CH:17]=[CH:16][CH:15]=[CH:14][CH:13]=2)[CH:10]=1)([CH3:4])([CH3:2])[CH3:3], predict the reactants needed to synthesize it. The reactants are: [C:1]([C:5]1[CH:6]=[C:7]([C:18]2[C:19]([O:24]C)=[N:20][CH:21]=[CH:22][CH:23]=2)[CH:8]=[C:9]([O:11][C:12]2[CH:17]=[CH:16][CH:15]=[CH:14][CH:13]=2)[CH:10]=1)([CH3:4])([CH3:3])[CH3:2].Br.C([O-])(O)=O.[Na+]. (2) Given the product [C:44]([O:47][C:48]([N:31]([C:29]1[CH:28]=[CH:27][N:26]=[C:25]([C:10]2[CH:11]=[CH:12][CH:13]=[C:8]([S:7][CH2:6][C:5]([NH:4][CH:1]3[CH2:2][CH2:3]3)=[O:23])[CH:9]=2)[N:30]=1)[C:32]1[CH:33]=[C:34]2[C:38](=[CH:39][CH:40]=1)[N:37]([C:48]([O:47][C:44]([CH3:46])([CH3:45])[CH3:43])=[O:49])[N:36]=[CH:35]2)=[O:49])([CH3:46])([CH3:45])[CH3:43], predict the reactants needed to synthesize it. The reactants are: [CH:1]1([NH:4][C:5](=[O:23])[CH2:6][S:7][C:8]2[CH:13]=[CH:12][CH:11]=[C:10](B3OC(C)(C)C(C)(C)O3)[CH:9]=2)[CH2:3][CH2:2]1.Cl[C:25]1[N:30]=[C:29]([NH:31][C:32]2[CH:33]=[C:34]3[C:38](=[CH:39][CH:40]=2)[NH:37][N:36]=[CH:35]3)[CH:28]=[CH:27][N:26]=1.[F-].[Cs+].[CH3:43][C:44]([O:47][C:48](O[C:48]([O:47][C:44]([CH3:46])([CH3:45])[CH3:43])=[O:49])=[O:49])([CH3:46])[CH3:45]. (3) The reactants are: O.O.[Sn](Cl)Cl.[CH3:6][C:7]1[CH:12]=[CH:11][C:10]([C:13]([CH3:15])=[O:14])=[CH:9][C:8]=1[N+:16]([O-])=O. Given the product [NH2:16][C:8]1[CH:9]=[C:10]([C:13](=[O:14])[CH3:15])[CH:11]=[CH:12][C:7]=1[CH3:6], predict the reactants needed to synthesize it.